From a dataset of Catalyst prediction with 721,799 reactions and 888 catalyst types from USPTO. Predict which catalyst facilitates the given reaction. (1) Reactant: COC1C=CC(C[N:8]2[N:12]=[N:11][C:10]([CH2:13][C@H:14]3[CH2:19][CH2:18][C@H:17]([O:20][C:21]([N:23]4[CH2:32][CH2:31][C:30]5[C:25](=[CH:26][CH:27]=[C:28]([NH:33][C:34]([NH:36][C:37]6[CH:42]=[CH:41][CH:40]=[CH:39][C:38]=6[F:43])=[O:35])[CH:29]=5)[CH2:24]4)=[O:22])[CH2:16][CH2:15]3)=[N:9]2)=CC=1.[H][H]. Product: [N:11]1[NH:12][N:8]=[N:9][C:10]=1[CH2:13][C@H:14]1[CH2:19][CH2:18][C@H:17]([O:20][C:21]([N:23]2[CH2:32][CH2:31][C:30]3[C:25](=[CH:26][CH:27]=[C:28]([NH:33][C:34]([NH:36][C:37]4[CH:42]=[CH:41][CH:40]=[CH:39][C:38]=4[F:43])=[O:35])[CH:29]=3)[CH2:24]2)=[O:22])[CH2:16][CH2:15]1. The catalyst class is: 349. (2) Reactant: [N+]([O-])([O-])=[O:2].[NH4+].[Ce].[F:7][C:8]1[CH:13]=[CH:12][CH:11]=[C:10]([F:14])[C:9]=1[C:15]1[S:16][C:17]2[C:18](=[C:20](N)[C:21]([O:26][CH3:27])=[CH:22][C:23]=2[O:24]C)[N:19]=1. Product: [F:7][C:8]1[CH:13]=[CH:12][CH:11]=[C:10]([F:14])[C:9]=1[C:15]1[S:16][C:17]2[C:23](=[O:24])[CH:22]=[C:21]([O:26][CH3:27])[C:20](=[O:2])[C:18]=2[N:19]=1. The catalyst class is: 69. (3) Reactant: C(OC([N:8]1[CH2:13][C@@H:12]2[CH2:14][C@H:9]1[CH2:10][N:11]2[C:15]1[CH:20]=[CH:19][C:18]([C:21]2[N:26]3[N:27]=[C:28]([C:39]4[CH:44]=[CH:43][N:42]=[CH:41][CH:40]=4)[C:29]([C:30]4[CH:38]=[CH:37][CH:36]=[C:35]5[C:31]=4[CH:32]=[N:33][NH:34]5)=[C:25]3[N:24]=[CH:23][CH:22]=2)=[C:17]([Cl:45])[CH:16]=1)=O)(C)(C)C.[ClH:46]. Product: [ClH:45].[ClH:46].[Cl:45][C:17]1[CH:16]=[C:15]([N:11]2[CH2:10][C@@H:9]3[CH2:14][C@H:12]2[CH2:13][NH:8]3)[CH:20]=[CH:19][C:18]=1[C:21]1[N:26]2[N:27]=[C:28]([C:39]3[CH:40]=[CH:41][N:42]=[CH:43][CH:44]=3)[C:29]([C:30]3[CH:38]=[CH:37][CH:36]=[C:35]4[C:31]=3[CH:32]=[N:33][NH:34]4)=[C:25]2[N:24]=[CH:23][CH:22]=1. The catalyst class is: 5.